This data is from Full USPTO retrosynthesis dataset with 1.9M reactions from patents (1976-2016). The task is: Predict the reactants needed to synthesize the given product. Given the product [CH3:1][O:2][C:3]1[CH:4]=[C:5]2[C:9](=[CH:10][CH:11]=1)[C:8]1([N:16]3[CH:17]=[N:18][CH:19]=[C:15]3[CH2:14][CH2:13][CH2:12]1)[CH2:7][CH2:6]2, predict the reactants needed to synthesize it. The reactants are: [CH3:1][O:2][C:3]1[CH:4]=[C:5]2[C:9](=[CH:10][CH:11]=1)[C:8]1([N:16]3[CH:17]=[N:18][CH2:19][CH:15]3[CH2:14][CH2:13][CH2:12]1)[CH2:7][CH2:6]2.